This data is from Catalyst prediction with 721,799 reactions and 888 catalyst types from USPTO. The task is: Predict which catalyst facilitates the given reaction. (1) Reactant: [CH3:1][N:2]1[CH2:7][CH2:6][N:5]([CH2:8][CH2:9][C:10]2[CH:15]=[CH:14][C:13]([N+:16]([O-])=O)=[C:12]([O:19][CH2:20][CH3:21])[CH:11]=2)[CH2:4][CH2:3]1. Product: [CH2:20]([O:19][C:12]1[CH:11]=[C:10]([CH2:9][CH2:8][N:5]2[CH2:6][CH2:7][N:2]([CH3:1])[CH2:3][CH2:4]2)[CH:15]=[CH:14][C:13]=1[NH2:16])[CH3:21]. The catalyst class is: 513. (2) Reactant: [F:1][C:2]1([F:10])[CH2:7][CH2:6][CH:5]([CH2:8]O)[CH2:4][CH2:3]1.C1(P(C2C=CC=CC=2)C2C=CC=CC=2)C=CC=CC=1.C(Br)(Br)(Br)[Br:31]. Product: [Br:31][CH2:8][CH:5]1[CH2:6][CH2:7][C:2]([F:10])([F:1])[CH2:3][CH2:4]1. The catalyst class is: 4. (3) Reactant: [CH3:1][O-].[Na+].[N:4]#[C:5][NH2:6].[C:7]([C:11]1[N:12]=[C:13]([N:16]=[C:17]=[S:18])[S:14][CH:15]=1)([CH3:10])([CH3:9])[CH3:8].CI. Product: [C:7]([C:11]1[N:12]=[C:13]([NH:16]/[C:17](/[S:18][CH3:1])=[N:4]/[C:5]#[N:6])[S:14][CH:15]=1)([CH3:10])([CH3:8])[CH3:9]. The catalyst class is: 5. (4) Reactant: [C:1]([O-:4])(=[O:3])C.[O:5]=[C:6]1[C@@H:9]([NH3+:10])[CH2:8][NH:7]1.[CH3:11]CN(C(C)C)C(C)C.[C:20]([C:28]1[CH:33]=[CH:32][C:31](C2C=CN(C([O-])=O)C(=O)C=2C)=[CH:30][CH:29]=1)(=[O:27])[C:21]1[CH:26]=[CH:25][CH:24]=[CH:23][CH:22]=1. Product: [C:20]([C:28]1[CH:33]=[CH:32][C:31]([O:4][C:1](=[O:3])[N:10]([CH3:11])[C@H:9]2[CH2:8][NH:7][C:6]2=[O:5])=[CH:30][CH:29]=1)(=[O:27])[C:21]1[CH:26]=[CH:25][CH:24]=[CH:23][CH:22]=1. The catalyst class is: 2.